Task: Binary Classification. Given a miRNA mature sequence and a target amino acid sequence, predict their likelihood of interaction.. Dataset: Experimentally validated miRNA-target interactions with 360,000+ pairs, plus equal number of negative samples The miRNA is mmu-miR-465c-3p with sequence GAUCAGGGCCUUUCUAAGUAGA. The protein sequence of the target gene is MANLEESFPRGGTRKIHKPEKAFQQSVEQDNLFDISTEEGSTKRKKSQKGPAKTKKLKIEKRESSKSAREKFEILSVESLCEGMRILGCVKEVNELELVISLPNGLQGFVQVTEICDAYTKKLNEQVTQEQPLKDLLHLPELFSPGMLVRCVVSSLGITDRGKKSVKLSLNPKNVNRVLSAEALKPGMLLTGTVSSLEDHGYLVDIGVDGTRAFLPLLKAQEYIRQKNKGAKLKVGQYLNCIVEKVKGNGGVVSLSVGHSEVSTAIATEQQSWNLNNLLPGLVVKAQVQKVTPFGLTLNF.... Result: 0 (no interaction).